This data is from Reaction yield outcomes from USPTO patents with 853,638 reactions. The task is: Predict the reaction yield, written as a fraction of the theoretical maximum amount of product (1.0 means a 100% yield; for example, 0.34 means a 34% yield). (1) The reactants are C1(C2(C3C=CC=CC=3)[O:11][C:10]3[CH:12]=[CH:13][C:14]([S:16]([N:19]4[CH2:24][CH:23]=[C:22]([C:25]5[CH:30]=[CH:29][C:28]([F:31])=[CH:27][CH:26]=5)[CH2:21][CH2:20]4)(=[O:18])=[O:17])=[CH:15][C:9]=3[O:8]2)C=CC=CC=1.FC(F)(F)C(O)=O. The catalyst is C(Cl)Cl. The product is [F:31][C:28]1[CH:29]=[CH:30][C:25]([C:22]2[CH2:23][CH2:24][N:19]([S:16]([C:14]3[CH:15]=[C:9]([OH:8])[C:10]([OH:11])=[CH:12][CH:13]=3)(=[O:18])=[O:17])[CH2:20][CH:21]=2)=[CH:26][CH:27]=1. The yield is 0.960. (2) The reactants are [Br:1][C:2]1[C:10]2[C:5](=[CH:6][C:7]([N+:12]([O-:14])=[O:13])=[C:8]([CH3:11])[CH:9]=2)[N:4]([C:15]([C:28]2[CH:33]=[CH:32][CH:31]=[CH:30][CH:29]=2)([C:22]2[CH:27]=[CH:26][CH:25]=[CH:24][CH:23]=2)[C:16]2[CH:21]=[CH:20][CH:19]=[CH:18][CH:17]=2)[N:3]=1.[CH2:34]1[C:39](=[O:40])[N:38](Br)[C:36](=[O:37])[CH2:35]1.CC(N=N[C:49]([C:52]#N)([CH3:51])C)(C#N)C.[CH3:54]N(C=O)C. The catalyst is C(Cl)(Cl)(Cl)Cl. The product is [Br:1][C:2]1[C:10]2[C:5](=[CH:6][C:7]([N+:12]([O-:14])=[O:13])=[C:8]([CH2:11][N:38]3[C:39](=[O:40])[C:34]4[C:35](=[CH:54][CH:52]=[CH:49][CH:51]=4)[C:36]3=[O:37])[CH:9]=2)[N:4]([C:15]([C:28]2[CH:33]=[CH:32][CH:31]=[CH:30][CH:29]=2)([C:22]2[CH:23]=[CH:24][CH:25]=[CH:26][CH:27]=2)[C:16]2[CH:21]=[CH:20][CH:19]=[CH:18][CH:17]=2)[N:3]=1. The yield is 0.450. (3) The reactants are C(OC([N:8]1[CH2:13][CH2:12][CH2:11][CH:10]([NH:14][C:15]2[C:20]([C:21]3[S:22][C:23]([CH3:26])=[N:24][N:25]=3)=[CH:19][N:18]=[C:17]([C:27]3[CH:32]=[CH:31][CH:30]=[C:29]([C:33]4[CH:34]=[N:35][N:36]([CH3:38])[CH:37]=4)[CH:28]=3)[N:16]=2)[CH2:9]1)=O)(C)(C)C.[ClH:39]. The catalyst is O1CCOCC1. The product is [ClH:39].[CH3:38][N:36]1[CH:37]=[C:33]([C:29]2[CH:28]=[C:27]([C:17]3[N:16]=[C:15]([NH:14][CH:10]4[CH2:11][CH2:12][CH2:13][NH:8][CH2:9]4)[C:20]([C:21]4[S:22][C:23]([CH3:26])=[N:24][N:25]=4)=[CH:19][N:18]=3)[CH:32]=[CH:31][CH:30]=2)[CH:34]=[N:35]1. The yield is 0.290. (4) The reactants are [Br:1][C:2]1[CH:3]=[C:4]([CH:9]=[C:10]([CH:12]=O)[CH:11]=1)[C:5]([O:7][CH3:8])=[O:6].BrC1C=C(C(OC)=O)C=C(C=1)C(OC)=O.[CH3:29][NH:30][CH3:31].O1CCCC1.C(O[BH-](OC(=O)C)OC(=O)C)(=O)C.[Na+].C(=O)(O)[O-].[Na+]. The catalyst is C(Cl)Cl. The product is [Br:1][C:2]1[CH:3]=[C:4]([CH:9]=[C:10]([CH2:12][N:30]([CH3:31])[CH3:29])[CH:11]=1)[C:5]([O:7][CH3:8])=[O:6]. The yield is 0.930. (5) The reactants are [CH2:1]([O:3][CH:4]([O:6][CH:7]1[CH2:23][O:22][C:10]2=[CH:11][CH:12]=[C:13]3[C:17]([N:16]([CH2:18][C@@H:19](O)[CH3:20])[N:15]=[CH:14]3)=[C:9]2[CH2:8]1)[CH3:5])[CH3:2].C(N(CC)CC)C.CS(OS(C)(=O)=O)(=O)=O.[N-:40]=[N+:41]=[N-:42].[Na+]. The catalyst is C1COCC1. The product is [N:40]([C@H:19]([CH3:20])[CH2:18][N:16]1[C:17]2[C:13](=[CH:12][CH:11]=[C:10]3[O:22][CH2:23][CH:7]([O:6][CH:4]([O:3][CH2:1][CH3:2])[CH3:5])[CH2:8][C:9]3=2)[CH:14]=[N:15]1)=[N+:41]=[N-:42]. The yield is 0.800.